This data is from Reaction yield outcomes from USPTO patents with 853,638 reactions. The task is: Predict the reaction yield, written as a fraction of the theoretical maximum amount of product (1.0 means a 100% yield; for example, 0.34 means a 34% yield). (1) The reactants are Br[C:2]1[CH:7]=[CH:6][C:5]([S:8]([NH2:11])(=[O:10])=[O:9])=[C:4]([NH2:12])[CH:3]=1.[CH3:13][O:14][C:15]1[CH:20]=[CH:19][CH:18]=[CH:17][C:16]=1B(O)O.C([O-])([O-])=O.[Na+].[Na+]. The catalyst is COCCOC.Cl[Pd](Cl)([P](C1C=CC=CC=1)(C1C=CC=CC=1)C1C=CC=CC=1)[P](C1C=CC=CC=1)(C1C=CC=CC=1)C1C=CC=CC=1. The product is [NH2:12][C:4]1[CH:3]=[C:2]([C:16]2[CH:17]=[CH:18][CH:19]=[CH:20][C:15]=2[O:14][CH3:13])[CH:7]=[CH:6][C:5]=1[S:8]([NH2:11])(=[O:10])=[O:9]. The yield is 1.00. (2) The reactants are [N:1]1([C:6]2[CH:12]=[CH:11][C:9]([NH2:10])=[CH:8][CH:7]=2)[CH:5]=[N:4][CH:3]=[N:2]1.P(=O)(O)(O)O.[N+]([O-])(O)=O.[N:22]([O-])=O.[Na+].[CH3:26][C:27](=[O:32])[CH2:28][C:29](=[O:31])[CH3:30].C([O-])(=O)C.[K+].C([O-])([O-])=O.[Na+].[Na+]. The catalyst is C(O)C. The product is [N:1]1([C:6]2[CH:12]=[CH:11][C:9]([NH:10][N:22]=[C:28]([C:27](=[O:32])[CH3:26])[C:29](=[O:31])[CH3:30])=[CH:8][CH:7]=2)[CH:5]=[N:4][CH:3]=[N:2]1. The yield is 0.710. (3) The reactants are [Li]N1C(C)(C)CCC[C:3]1(C)C.CC1CCCN(C)C1(C)C.CN(CCN(C)C)C.[Li]CCCC.[NH:35]([C:42]1[N:43]([C:55]2[CH:60]=[CH:59][CH:58]=[CH:57][CH:56]=2)[C:44]2[C:49]([C:50](=[O:52])[CH:51]=1)=[CH:48][C:47]([F:53])=[C:46]([Cl:54])[N:45]=2)[C:36]1[CH:41]=[CH:40][CH:39]=[CH:38][CH:37]=1.CI. The catalyst is C1COCC1. The product is [NH:35]([C:42]1[N:43]([C:55]2[CH:60]=[CH:59][CH:58]=[CH:57][CH:56]=2)[C:44]2[C:49]([C:50](=[O:52])[CH:51]=1)=[C:48]([CH3:3])[C:47]([F:53])=[C:46]([Cl:54])[N:45]=2)[C:36]1[CH:41]=[CH:40][CH:39]=[CH:38][CH:37]=1. The yield is 0.880. (4) The reactants are [F:1][C:2]1[CH:7]=[CH:6][CH:5]=[CH:4][C:3]=1[C:8]1[N:12]([S:13]([C:16]2[CH:17]=[N:18][CH:19]=[CH:20][CH:21]=2)(=[O:15])=[O:14])[CH:11]=[C:10]([CH:22]=[O:23])[CH:9]=1.[Cl:24]N1C(=O)CCC1=O.C(=O)([O-])O.[Na+]. The yield is 0.680. The catalyst is CN(C)C=O. The product is [Cl:24][C:11]1[N:12]([S:13]([C:16]2[CH:17]=[N:18][CH:19]=[CH:20][CH:21]=2)(=[O:15])=[O:14])[C:8]([C:3]2[CH:4]=[CH:5][CH:6]=[CH:7][C:2]=2[F:1])=[CH:9][C:10]=1[CH:22]=[O:23]. (5) The reactants are C1C=CC(C2C=CC=CC=2)=CC=1.C1C=CC(OC2C=CC=CC=2)=CC=1.[Cl:26][C:27]1[CH:32]=[CH:31][C:30]([C:33]([F:36])([F:35])[F:34])=[CH:29][C:28]=1[NH:37][CH:38]=[C:39]([C:45](OCC)=[O:46])[C:40]([O:42][CH2:43][CH3:44])=[O:41]. No catalyst specified. The product is [Cl:26][C:27]1[CH:32]=[CH:31][C:30]([C:33]([F:34])([F:35])[F:36])=[C:29]2[C:28]=1[NH:37][CH:38]=[C:39]([C:40]([O:42][CH2:43][CH3:44])=[O:41])[C:45]2=[O:46]. The yield is 0.650.